This data is from Reaction yield outcomes from USPTO patents with 853,638 reactions. The task is: Predict the reaction yield, written as a fraction of the theoretical maximum amount of product (1.0 means a 100% yield; for example, 0.34 means a 34% yield). (1) The reactants are [CH3:1][C@@H:2]1[CH2:7][O:6][CH2:5][CH2:4][N:3]1[C:8]1[N:16]=[C:15]2[C:11]([N:12]=[CH:13][NH:14]2)=[C:10]([N:17]2[CH2:22][CH2:21][O:20][CH2:19][C@H:18]2[CH3:23])[N:9]=1.[Br:24]Br.[O-]S([O-])(=S)=O.[Na+].[Na+]. The catalyst is C(Cl)Cl. The product is [Br:24][C:13]1[NH:14][C:15]2[C:11]([N:12]=1)=[C:10]([N:17]1[CH2:22][CH2:21][O:20][CH2:19][C@H:18]1[CH3:23])[N:9]=[C:8]([N:3]1[CH2:4][CH2:5][O:6][CH2:7][C@H:2]1[CH3:1])[N:16]=2. The yield is 0.530. (2) The reactants are [CH3:1][O:2][CH2:3][CH2:4][NH:5][CH2:6][CH2:7][OH:8].Cl[CH2:10][CH2:11][CH2:12][O:13][C:14]1[CH:23]=[C:22]2[C:17]([C:18]([NH:24][C:25]3[CH:29]=[C:28]([CH2:30][C:31]([NH:33][C:34]4[CH:39]=[CH:38][CH:37]=[C:36]([F:40])[CH:35]=4)=[O:32])[NH:27][N:26]=3)=[N:19][CH:20]=[N:21]2)=[CH:16][CH:15]=1.[I-].[K+]. The catalyst is CN1CCCC1=O. The product is [F:40][C:36]1[CH:35]=[C:34]([NH:33][C:31](=[O:32])[CH2:30][C:28]2[NH:27][N:26]=[C:25]([NH:24][C:18]3[C:17]4[C:22](=[CH:23][C:14]([O:13][CH2:12][CH2:11][CH2:10][N:5]([CH2:6][CH2:7][OH:8])[CH2:4][CH2:3][O:2][CH3:1])=[CH:15][CH:16]=4)[N:21]=[CH:20][N:19]=3)[CH:29]=2)[CH:39]=[CH:38][CH:37]=1. The yield is 0.530.